Dataset: Reaction yield outcomes from USPTO patents with 853,638 reactions. Task: Predict the reaction yield, written as a fraction of the theoretical maximum amount of product (1.0 means a 100% yield; for example, 0.34 means a 34% yield). (1) The reactants are [CH2:1]([S:3][C:4]1[C:5]([C:26]2[CH:31]=[CH:30][CH:29]=[CH:28][CH:27]=2)=[N:6][C:7]2[C:12]([C:13]=1[C:14]([NH:16][C@H:17]([C:20]1[CH:25]=[CH:24][CH:23]=[CH:22][CH:21]=1)[CH2:18][CH3:19])=[O:15])=[CH:11][CH:10]=[CH:9][CH:8]=2)[CH3:2].C[OH:33]. The catalyst is O.CCOC(C)=O. The product is [CH2:1]([S:3]([C:4]1[C:5]([C:26]2[CH:31]=[CH:30][CH:29]=[CH:28][CH:27]=2)=[N:6][C:7]2[C:12]([C:13]=1[C:14]([NH:16][C@H:17]([C:20]1[CH:21]=[CH:22][CH:23]=[CH:24][CH:25]=1)[CH2:18][CH3:19])=[O:15])=[CH:11][CH:10]=[CH:9][CH:8]=2)=[O:33])[CH3:2]. The yield is 0.284. (2) The reactants are [CH3:1][C:2]1[N:40]=[C:5]2[N:6]([CH2:33][C:34](=O)[C:35]([F:38])([F:37])[F:36])[C:7](=[O:32])[C:8]([CH2:13][C:14]3[CH:19]=[CH:18][C:17]([C:20]4[CH:25]=[CH:24][CH:23]=[CH:22][C:21]=4[C:26]4[NH:30][C:29](=[O:31])[O:28][N:27]=4)=[CH:16][CH:15]=3)=[C:9]([CH2:10][CH2:11][CH3:12])[N:4]2[N:3]=1.Cl.[NH2:42][O:43][CH2:44][CH3:45].N1C=CC=CC=1.Cl. The catalyst is O.C(OCC)(=O)C. The product is [CH2:44]([O:43]/[N:42]=[C:34](/[C:35]([F:37])([F:36])[F:38])\[CH2:33][N:6]1[C:7](=[O:32])[C:8]([CH2:13][C:14]2[CH:15]=[CH:16][C:17]([C:20]3[CH:25]=[CH:24][CH:23]=[CH:22][C:21]=3[C:26]3[NH:30][C:29](=[O:31])[O:28][N:27]=3)=[CH:18][CH:19]=2)=[C:9]([CH2:10][CH2:11][CH3:12])[N:4]2[N:3]=[C:2]([CH3:1])[N:40]=[C:5]12)[CH3:45]. The yield is 0.280. (3) The reactants are [OH:1][C:2]1[CH:7]=[CH:6][C:5]([NH:8][CH:9]=[C:10]2[C:18]3[C:13](=[CH:14][CH:15]=[CH:16][CH:17]=3)[NH:12][C:11]2=[O:19])=[CH:4][CH:3]=1.C(=O)([O-])[O-].[K+].[K+].Br[CH2:27][CH2:28][CH2:29][Cl:30]. The catalyst is CN(C=O)C. The product is [Cl:30][CH2:29][CH2:28][CH2:27][O:1][C:2]1[CH:7]=[CH:6][C:5]([NH:8][CH:9]=[C:10]2[C:18]3[C:13](=[CH:14][CH:15]=[CH:16][CH:17]=3)[NH:12][C:11]2=[O:19])=[CH:4][CH:3]=1. The yield is 0.580. (4) The reactants are Br[C:2]1[C:7]([O:8][CH2:9][C:10]2([CH2:14][OH:15])[CH2:13][O:12][CH2:11]2)=[C:6]([O:16][CH3:17])[C:5]([O:18][CH:19]([F:21])[F:20])=[CH:4][CH:3]=1.C(=O)([O-])[O-].[Cs+].[Cs+].CC1(C)C(C)(C)OB([C:36]2[CH:37]=[C:38]3[C:42](=[CH:43][CH:44]=2)[C:41](=[O:45])[NH:40][CH2:39]3)O1. The catalyst is CN(C)C=O.[Pd].C1(P(C2C=CC=CC=2)C2C=CC=CC=2)C=CC=CC=1.C1(P(C2C=CC=CC=2)C2C=CC=CC=2)C=CC=CC=1.C1(P(C2C=CC=CC=2)C2C=CC=CC=2)C=CC=CC=1.C1(P(C2C=CC=CC=2)C2C=CC=CC=2)C=CC=CC=1. The product is [F:20][CH:19]([F:21])[O:18][C:5]1[CH:4]=[CH:3][C:2]([C:36]2[CH:37]=[C:38]3[C:42](=[CH:43][CH:44]=2)[C:41](=[O:45])[NH:40][CH2:39]3)=[C:7]([O:8][CH2:9][C:10]2([CH2:14][OH:15])[CH2:13][O:12][CH2:11]2)[C:6]=1[O:16][CH3:17]. The yield is 0.210. (5) The reactants are [OH:1][N:2]=[C:3](Cl)[C:4]1[CH:15]=[CH:14][C:7]2[B:8]([OH:13])[O:9][C:10]([CH3:12])([CH3:11])[C:6]=2[CH:5]=1.[Br:17][C:18]1[CH:23]=[C:22]([C:24]([C:26]([F:29])([F:28])[F:27])=[CH2:25])[CH:21]=[C:20]([Br:30])[C:19]=1[F:31].CC(=O)OCC. The catalyst is CN(C=O)C. The product is [Br:17][C:18]1[CH:23]=[C:22]([C:24]2([C:26]([F:29])([F:28])[F:27])[O:1][N:2]=[C:3]([C:4]3[CH:15]=[CH:14][C:7]4[B:8]([OH:13])[O:9][C:10]([CH3:12])([CH3:11])[C:6]=4[CH:5]=3)[CH2:25]2)[CH:21]=[C:20]([Br:30])[C:19]=1[F:31]. The yield is 0.590. (6) The reactants are [OH-].[Li+].C([O:5][C:6]([CH:8]1[CH2:13][CH2:12][CH:11]([O:14][C:15]2[CH:20]=[CH:19][C:18]([NH:21][C:22]([C:24]3[O:25][C:26]([NH:29][C:30]4[CH:35]=[C:34]([F:36])[C:33]([F:37])=[CH:32][C:31]=4[F:38])=[N:27][N:28]=3)=[O:23])=[C:17]([F:39])[CH:16]=2)[CH2:10][CH2:9]1)=[O:7])C.C1COCC1.CO. The catalyst is O. The product is [F:39][C:17]1[CH:16]=[C:15]([CH:20]=[CH:19][C:18]=1[NH:21][C:22]([C:24]1[O:25][C:26]([NH:29][C:30]2[CH:35]=[C:34]([F:36])[C:33]([F:37])=[CH:32][C:31]=2[F:38])=[N:27][N:28]=1)=[O:23])[O:14][C@@H:11]1[CH2:10][CH2:9][C@H:8]([C:6]([OH:7])=[O:5])[CH2:13][CH2:12]1. The yield is 0.640.